Dataset: Forward reaction prediction with 1.9M reactions from USPTO patents (1976-2016). Task: Predict the product of the given reaction. Given the reactants [F:1][C:2]1[CH:10]=[CH:9][C:5]([C:6]([OH:8])=O)=[C:4]([CH3:11])[CH:3]=1.Cl.[C:13]1([C:19]2[O:23][N:22]=[C:21]([CH:24]3[CH2:29][CH2:28][CH2:27][NH:26][CH2:25]3)[N:20]=2)[CH:18]=[CH:17][CH:16]=[CH:15][CH:14]=1, predict the reaction product. The product is: [F:1][C:2]1[CH:10]=[CH:9][C:5]([C:6]([N:26]2[CH2:27][CH2:28][CH2:29][CH:24]([C:21]3[N:20]=[C:19]([C:13]4[CH:18]=[CH:17][CH:16]=[CH:15][CH:14]=4)[O:23][N:22]=3)[CH2:25]2)=[O:8])=[C:4]([CH3:11])[CH:3]=1.